From a dataset of TCR-epitope binding with 47,182 pairs between 192 epitopes and 23,139 TCRs. Binary Classification. Given a T-cell receptor sequence (or CDR3 region) and an epitope sequence, predict whether binding occurs between them. (1) The epitope is ATDALMTGY. The TCR CDR3 sequence is CASSATSGRAYLDEQFF. Result: 0 (the TCR does not bind to the epitope). (2) The epitope is NLSALGIFST. The TCR CDR3 sequence is CASSRTGPTEAFF. Result: 0 (the TCR does not bind to the epitope). (3) The epitope is KRWIILGLNK. The TCR CDR3 sequence is CASGSGLANNEQFF. Result: 1 (the TCR binds to the epitope). (4) The epitope is AIMTRCLAV. The TCR CDR3 sequence is CASSFPGGHTPPEQYF. Result: 1 (the TCR binds to the epitope). (5) The epitope is NEGVKAAW. The TCR CDR3 sequence is CASSWGDTQYF. Result: 0 (the TCR does not bind to the epitope). (6) The epitope is TPGPGVRYPL. The TCR CDR3 sequence is CASSVWGDPSYEQYF. Result: 1 (the TCR binds to the epitope). (7) The epitope is AVFDRKSDAK. The TCR CDR3 sequence is CASSLMGGANTEAFF. Result: 1 (the TCR binds to the epitope). (8) The epitope is NLNESLIDL. The TCR CDR3 sequence is CASSSTDSSYNEQFF. Result: 1 (the TCR binds to the epitope). (9) The epitope is KAFSPEVIPMF. The TCR CDR3 sequence is CASSYGQAGEQYF. Result: 1 (the TCR binds to the epitope).